This data is from Forward reaction prediction with 1.9M reactions from USPTO patents (1976-2016). The task is: Predict the product of the given reaction. (1) Given the reactants [C:1]([CH2:6][C:7]([O:9][CH3:10])=[O:8])(=[O:5])[CH:2]([CH3:4])[CH3:3].C[O-].[Na+].CO.[Cl:16][C:17]1[C:22]([C:23](Cl)=[N:24]O)=[C:21]([Cl:27])[CH:20]=[CH:19][N:18]=1, predict the reaction product. The product is: [Cl:16][C:17]1[C:22]([C:23]2[C:6]([C:7]([O:9][CH3:10])=[O:8])=[C:1]([CH:2]([CH3:4])[CH3:3])[O:5][N:24]=2)=[C:21]([Cl:27])[CH:20]=[CH:19][N:18]=1. (2) Given the reactants Cl.[O:2]1[CH2:6][CH2:5][CH:4]([CH2:7][NH2:8])[CH2:3]1.C(N(CC)CC)C.[O:16]1[C:21]2[CH:22]=[CH:23][CH:24]=[CH:25][C:20]=2[O:19][CH2:18][CH:17]1[CH2:26][O:27][CH2:28][C:29]1[O:33][N:32]=[C:31]([C:34](O)=[O:35])[CH:30]=1.ON1C2C=CC=CC=2N=N1.Cl.C(N=C=NCCCN(C)C)C.Cl, predict the reaction product. The product is: [O:2]1[CH2:6][CH2:5][CH:4]([CH2:7][NH:8][C:34]([C:31]2[CH:30]=[C:29]([CH2:28][O:27][CH2:26][CH:17]3[O:16][C:21]4[CH:22]=[CH:23][CH:24]=[CH:25][C:20]=4[O:19][CH2:18]3)[O:33][N:32]=2)=[O:35])[CH2:3]1. (3) Given the reactants [F:1][CH:2]1[CH:7]([OH:8])[CH2:6][CH2:5][N:4]([C:9]([O:11][C:12]([CH3:15])([CH3:14])[CH3:13])=[O:10])[CH2:3]1.[H-].[Na+].[C:18](Cl)(=[O:25])[C:19]1[CH:24]=[CH:23][CH:22]=[CH:21][CH:20]=1, predict the reaction product. The product is: [C:18]([O:8][CH:7]1[CH2:6][CH2:5][N:4]([C:9]([O:11][C:12]([CH3:15])([CH3:14])[CH3:13])=[O:10])[CH2:3][CH:2]1[F:1])(=[O:25])[C:19]1[CH:24]=[CH:23][CH:22]=[CH:21][CH:20]=1. (4) The product is: [CH3:12][O:13][C:14](=[O:28])[C@@H:15]([NH:27][S:8]([C:5]1[CH:6]=[CH:7][C:2]([Cl:1])=[CH:3][CH:4]=1)(=[O:10])=[O:9])[CH:16]([CH2:17][C:18]([F:21])([F:20])[F:19])[CH2:22][C:23]([F:25])([F:26])[F:24]. Given the reactants [Cl:1][C:2]1[CH:7]=[CH:6][C:5]([S:8](Cl)(=[O:10])=[O:9])=[CH:4][CH:3]=1.[CH3:12][O:13][C:14](=[O:28])[C@@H:15]([NH2:27])[CH:16]([CH2:22][C:23]([F:26])([F:25])[F:24])[CH2:17][C:18]([F:21])([F:20])[F:19].N1C=CC=CC=1.Cl, predict the reaction product. (5) Given the reactants [Cl:1][C:2]1[S:3][C:4]([C:7]([O:9]CC)=O)=[CH:5][N:6]=1.[NH3:12], predict the reaction product. The product is: [Cl:1][C:2]1[S:3][C:4]([C:7]([NH2:12])=[O:9])=[CH:5][N:6]=1. (6) Given the reactants [C:1]([O:5][C:6]([N:8]1[C:16]2[C:11](=[CH:12][C:13]([N:17]3[CH2:22][CH2:21][N:20]([CH3:23])[CH2:19][CH2:18]3)=[CH:14][CH:15]=2)[CH:10]=[CH:9]1)=[O:7])([CH3:4])([CH3:3])[CH3:2].I[C:25]1[C:26](=[O:42])[N:27]([CH2:34][O:35][CH2:36][CH2:37][Si:38]([CH3:41])([CH3:40])[CH3:39])[CH:28]=[C:29]([N+:31]([O-:33])=[O:32])[CH:30]=1, predict the reaction product. The product is: [C:1]([O:5][C:6]([N:8]1[C:16]2[C:11](=[CH:12][C:13]([N:17]3[CH2:22][CH2:21][N:20]([CH3:23])[CH2:19][CH2:18]3)=[CH:14][CH:15]=2)[CH:10]=[C:9]1[C:25]1[C:26](=[O:42])[N:27]([CH2:34][O:35][CH2:36][CH2:37][Si:38]([CH3:40])([CH3:39])[CH3:41])[CH:28]=[C:29]([N+:31]([O-:33])=[O:32])[CH:30]=1)=[O:7])([CH3:4])([CH3:3])[CH3:2]. (7) Given the reactants [CH2:1]1[C:14]2[C:5](=[N:6][C:7]3[C:12]([C:13]=2[NH:15][CH2:16][CH2:17][CH2:18][CH2:19][CH2:20][CH2:21][CH2:22][CH2:23][CH2:24][NH2:25])=[CH:11][CH:10]=[CH:9][CH:8]=3)[CH2:4][CH2:3][CH2:2]1.Cl[C:27]1[C:28]2[C:33]([N:34]=[C:35]3[C:40]=1[CH:39]=[CH:38][CH:37]=[CH:36]3)=[CH:32][CH:31]=[CH:30][CH:29]=2, predict the reaction product. The product is: [CH:11]1[C:12]2[C:7](=[N:6][C:5]3[C:14]([C:13]=2[NH:15][CH2:16][CH2:17][CH2:18][CH2:19][CH2:20][CH2:21][CH2:22][CH2:23][CH2:24][NH:25][C:27]2[C:28]4[C:33]([N:34]=[C:35]5[C:40]=2[CH2:39][CH2:38][CH2:37][CH2:36]5)=[CH:32][CH:31]=[CH:30][CH:29]=4)=[CH:1][CH:2]=[CH:3][CH:4]=3)[CH:8]=[CH:9][CH:10]=1.